This data is from Full USPTO retrosynthesis dataset with 1.9M reactions from patents (1976-2016). The task is: Predict the reactants needed to synthesize the given product. (1) Given the product [NH2:1][C:2]1[C:3]2[C:10]([C:11]3[CH:12]=[CH:13][C:14]([O:17][C:18]4[CH:23]=[CH:22][CH:21]=[CH:20][CH:19]=4)=[CH:15][CH:16]=3)=[CH:9][N:8]([C:27]([CH3:32])([CH3:31])[C:28]([NH2:30])=[O:29])[C:4]=2[N:5]=[CH:6][N:7]=1, predict the reactants needed to synthesize it. The reactants are: [NH2:1][C:2]1[C:3]2[C:10]([C:11]3[CH:16]=[CH:15][C:14]([O:17][C:18]4[CH:23]=[CH:22][CH:21]=[CH:20][CH:19]=4)=[CH:13][CH:12]=3)=[CH:9][NH:8][C:4]=2[N:5]=[CH:6][N:7]=1.[OH-].[Na+].Br[C:27]([CH3:32])([CH3:31])[C:28]([NH2:30])=[O:29].Cl. (2) Given the product [Br:12][C:10]1[N:11]=[C:7]([C:14]2([OH:13])[CH2:15][N:16]([C:18]([O:20][C:21]([CH3:23])([CH3:22])[CH3:24])=[O:19])[CH2:17]2)[S:8][CH:9]=1, predict the reactants needed to synthesize it. The reactants are: C([Li])CCC.Br[C:7]1[S:8][CH:9]=[C:10]([Br:12])[N:11]=1.[O:13]=[C:14]1[CH2:17][N:16]([C:18]([O:20][C:21]([CH3:24])([CH3:23])[CH3:22])=[O:19])[CH2:15]1.[Cl-].[NH4+].